From a dataset of Full USPTO retrosynthesis dataset with 1.9M reactions from patents (1976-2016). Predict the reactants needed to synthesize the given product. (1) Given the product [O:3]=[C:4]1[N:10]([CH:11]2[CH2:16][CH2:15][N:14]([C:17]([O:19][C@H:20]([CH2:41][C:42]3[CH:43]=[C:44]([C:52]([F:55])([F:53])[F:54])[CH:45]=[C:46]([C:48]([F:51])([F:50])[F:49])[CH:47]=3)[C:21]([N:23]3[CH2:28][CH2:27][CH:26]([CH:29]4[CH2:30][CH2:31][N:32]([CH2:35][C:36]([OH:38])=[O:37])[CH2:33][CH2:34]4)[CH2:25][CH2:24]3)=[O:22])=[O:18])[CH2:13][CH2:12]2)[CH2:9][CH2:8][C:7]2[CH:56]=[CH:57][CH:58]=[CH:59][C:6]=2[NH:5]1, predict the reactants needed to synthesize it. The reactants are: [Li+].[OH-].[O:3]=[C:4]1[N:10]([CH:11]2[CH2:16][CH2:15][N:14]([C:17]([O:19][C@H:20]([CH2:41][C:42]3[CH:47]=[C:46]([C:48]([F:51])([F:50])[F:49])[CH:45]=[C:44]([C:52]([F:55])([F:54])[F:53])[CH:43]=3)[C:21]([N:23]3[CH2:28][CH2:27][CH:26]([CH:29]4[CH2:34][CH2:33][N:32]([CH2:35][C:36]([O:38]CC)=[O:37])[CH2:31][CH2:30]4)[CH2:25][CH2:24]3)=[O:22])=[O:18])[CH2:13][CH2:12]2)[CH2:9][CH2:8][C:7]2[CH:56]=[CH:57][CH:58]=[CH:59][C:6]=2[NH:5]1. (2) Given the product [F:27][C:13]([F:12])([F:26])[C:14]1[CH:15]=[C:16](/[CH:20]=[CH:21]/[S:22]([NH:1][C:2]2[CH:7]=[CH:6][CH:5]=[CH:4][C:3]=2[S:8]([NH2:11])(=[O:9])=[O:10])(=[O:23])=[O:24])[CH:17]=[CH:18][CH:19]=1, predict the reactants needed to synthesize it. The reactants are: [NH2:1][C:2]1[CH:7]=[CH:6][CH:5]=[CH:4][C:3]=1[S:8]([NH2:11])(=[O:10])=[O:9].[F:12][C:13]([F:27])([F:26])[C:14]1[CH:15]=[C:16](/[CH:20]=[CH:21]/[S:22](Cl)(=[O:24])=[O:23])[CH:17]=[CH:18][CH:19]=1. (3) The reactants are: [NH:1]1[CH:5]=[CH:4][C:3]([C:6]2[CH:11]=[CH:10][CH:9]=[CH:8][N:7]=2)=[N:2]1.[N+:12]([O-])([OH:14])=[O:13]. Given the product [N+:12]([C:4]1[C:3]([C:6]2[CH:11]=[CH:10][CH:9]=[CH:8][N:7]=2)=[N:2][NH:1][CH:5]=1)([O-:14])=[O:13], predict the reactants needed to synthesize it. (4) Given the product [CH3:32][O:24][C:23]([C:13]1[N:14]2[C:10]([CH:9]([O:8][CH:5]3[CH2:4][CH2:3][N:2]([CH3:1])[CH2:7][CH2:6]3)[C:18]3[CH:19]=[CH:20][CH:21]=[CH:22][C:17]=3[CH2:16][CH2:15]2)=[N:11][C:12]=1[C:26]1[CH:27]=[CH:28][CH:29]=[CH:30][CH:31]=1)=[O:25], predict the reactants needed to synthesize it. The reactants are: [CH3:1][N:2]1[CH2:7][CH2:6][CH:5]([O:8][CH:9]2[C:18]3[CH:19]=[CH:20][CH:21]=[CH:22][C:17]=3[CH2:16][CH2:15][N:14]3[C:10]2=[N:11][C:12]([C:26]2[CH:31]=[CH:30][CH:29]=[CH:28][CH:27]=2)=[C:13]3[C:23]([OH:25])=[O:24])[CH2:4][CH2:3]1.[CH3:32][Si](C=[N+]=[N-])(C)C.O.